From a dataset of Reaction yield outcomes from USPTO patents with 853,638 reactions. Predict the reaction yield, written as a fraction of the theoretical maximum amount of product (1.0 means a 100% yield; for example, 0.34 means a 34% yield). (1) The reactants are [C:1]([O:5][C:6]([NH:8][CH2:9][C:10]([N:12]1[CH2:17][CH2:16][C:15]([CH2:21][OH:22])([C:18]([OH:20])=O)[CH2:14][CH2:13]1)=[O:11])=[O:7])([CH3:4])([CH3:3])[CH3:2].CN(C(ON1N=NC2C=CC=CC1=2)=[N+](C)C)C.F[P-](F)(F)(F)(F)F.[NH2:47][CH2:48][C:49]1[C:54]([CH3:55])=[CH:53][CH:52]=[CH:51][N:50]=1.CCN(C(C)C)C(C)C. The catalyst is CN(C=O)C. The product is [OH:22][CH2:21][C:15]1([C:18](=[O:20])[NH:47][CH2:48][C:49]2[C:54]([CH3:55])=[CH:53][CH:52]=[CH:51][N:50]=2)[CH2:14][CH2:13][N:12]([C:10](=[O:11])[CH2:9][NH:8][C:6](=[O:7])[O:5][C:1]([CH3:4])([CH3:3])[CH3:2])[CH2:17][CH2:16]1. The yield is 0.380. (2) The reactants are [CH2:1]([O:3][C:4](=[O:19])[CH2:5][CH2:6][N:7]1[CH2:12][C:11]2[CH:13]=[C:14](Br)[CH:15]=[N:16][C:10]=2[NH:9][C:8]1=[O:18])[CH3:2].BrC1C=N[C:24]2NC(=O)N(CCN(C)C)[CH2:28][C:23]=2[CH:22]=1. No catalyst specified. The product is [C:23]([O:19][C:4](=[O:3])/[CH:5]=[CH:6]/[C:14]1[CH:15]=[N:16][C:10]2[NH:9][C:8](=[O:18])[N:7]([CH2:6][CH2:5][C:4]([O:3][CH2:1][CH3:2])=[O:19])[CH2:12][C:11]=2[CH:13]=1)([CH3:22])([CH3:24])[CH3:28]. The yield is 0.210. (3) The reactants are [H-].[Na+].[Cl:3][C:4]1[CH:9]=[C:8]([Cl:10])[CH:7]=[CH:6][C:5]=1[OH:11].F[C:13]1[C:22]2[C:17](=[CH:18][CH:19]=[CH:20][CH:21]=2)[C:16]([CH:23]=[O:24])=[CH:15][CH:14]=1.Cl. The catalyst is CS(C)=O. The product is [Cl:3][C:4]1[CH:9]=[C:8]([Cl:10])[CH:7]=[CH:6][C:5]=1[O:11][C:13]1[C:22]2[C:17](=[CH:18][CH:19]=[CH:20][CH:21]=2)[C:16]([CH:23]=[O:24])=[CH:15][CH:14]=1. The yield is 0.420. (4) The reactants are CCN(C(C)C)C(C)C.ClC1C=CC=CC=1C(NC(=O)N[C:18]1[S:19][C:20]2[CH:26]=[C:25](S(CCN(CCO)C)(=O)=O)[CH:24]=[CH:23][C:21]=2[N:22]=1)=O.[Cl:42]C(OC(C)C)=O.[NH3:49].[CH2:50]1C[O:53][CH2:52][CH2:51]1. No catalyst specified. The product is [Cl:42][C:23]1[CH:24]=[CH:25][C:26]([C:20]2[S:19][CH:18]=[N:22][CH:21]=2)=[CH:50][C:51]=1[C:52]([NH2:49])=[O:53]. The yield is 0.610.